From a dataset of CYP2C9 substrate classification data from Carbon-Mangels et al.. Regression/Classification. Given a drug SMILES string, predict its absorption, distribution, metabolism, or excretion properties. Task type varies by dataset: regression for continuous measurements (e.g., permeability, clearance, half-life) or binary classification for categorical outcomes (e.g., BBB penetration, CYP inhibition). Dataset: cyp2c9_substrate_carbonmangels. (1) The molecule is CN(c1nccc(=O)[nH]1)C1CCN(c2nc3ccccc3n2Cc2ccc(F)cc2)CC1. The result is 0 (non-substrate). (2) The drug is CC(=O)C[C@@H](c1ccc([N+](=O)[O-])cc1)c1c(O)c2ccccc2oc1=O. The result is 1 (substrate). (3) The compound is CC[C@H](C)C(=O)O[C@H]1CCC=C2C=C[C@H](C)[C@H](CC[C@@H]3C[C@@H](O)CC(=O)O3)[C@H]21. The result is 0 (non-substrate). (4) The molecule is CC[C@H](c1ccccc1)c1c(O)c2ccccc2oc1=O. The result is 1 (substrate). (5) The compound is CN(C)CCCOc1nn(Cc2ccccc2)c2ccccc12. The result is 0 (non-substrate). (6) The drug is O=C(Cn1c(=O)sc2ccc(Cl)cc21)N1CCN(CCO)CC1. The result is 1 (substrate). (7) The drug is CC(C)(C)NC[C@H](O)COc1ccccc1C#N. The result is 0 (non-substrate).